This data is from Reaction yield outcomes from USPTO patents with 853,638 reactions. The task is: Predict the reaction yield, written as a fraction of the theoretical maximum amount of product (1.0 means a 100% yield; for example, 0.34 means a 34% yield). (1) The reactants are [I:1][C:2]1[CH:3]=[C:4]2[C:9](=[CH:10][CH:11]=1)[C:8](=[O:12])[NH:7][C:6](=[O:13])[C:5]2=[CH:14]OC.[NH2:17][C:18]1[CH:19]=[C:20]2[C:25](=[CH:26][CH:27]=1)[N:24]=[CH:23][CH:22]=[CH:21]2. The catalyst is CN(C)C=O. The product is [I:1][C:2]1[CH:3]=[C:4]2[C:9](=[CH:10][CH:11]=1)[C:8](=[O:12])[NH:7][C:6](=[O:13])/[C:5]/2=[CH:14]\[NH:17][C:18]1[CH:19]=[C:20]2[C:25](=[CH:26][CH:27]=1)[N:24]=[CH:23][CH:22]=[CH:21]2. The yield is 0.850. (2) The product is [Cl:8][C:6]1[C:5]([NH:9][C:10](=[O:13])[CH2:11][CH3:12])=[C:4]([CH3:14])[CH:3]=[C:2]([C:15]#[N:16])[N:7]=1. The reactants are Br[C:2]1[N:7]=[C:6]([Cl:8])[C:5]([NH:9][C:10](=[O:13])[CH2:11][CH3:12])=[C:4]([CH3:14])[CH:3]=1.[CH3:15][N:16](C=O)C. The yield is 0.875. The catalyst is CCOC(C)=O.O.[C-]#N.[Zn+2].[C-]#N.C1C=CC([P]([Pd]([P](C2C=CC=CC=2)(C2C=CC=CC=2)C2C=CC=CC=2)([P](C2C=CC=CC=2)(C2C=CC=CC=2)C2C=CC=CC=2)[P](C2C=CC=CC=2)(C2C=CC=CC=2)C2C=CC=CC=2)(C2C=CC=CC=2)C2C=CC=CC=2)=CC=1. (3) The reactants are [C:1]1([C:30]2[CH:35]=[CH:34][CH:33]=[CH:32][CH:31]=2)[CH:6]=[CH:5][C:4]([NH:7][C:8](=[O:29])[NH:9][C:10]2([CH:17](C)[C:18]([NH:20][CH2:21][CH2:22][N:23]3[CH2:27][CH2:26][CH2:25][CH2:24]3)=[O:19])[CH:15]=[CH:14][CH:13]=[C:12]([CH3:16])[CH2:11]2)=[CH:3][CH:2]=1.[C:36]1(C2C=CC=CC=2)C=CC(NC(=O)NC(C2C=CC(C)=CC=2)CC(O)=O)=CC=1.N1(CCN)CCCC1.C1C=CC2N(O)N=NC=2C=1.CCN=C=NCCCN(C)C. The catalyst is CN(C=O)C.O. The product is [C:1]1([C:30]2[CH:35]=[CH:34][CH:33]=[CH:32][CH:31]=2)[CH:2]=[CH:3][C:4]([NH:7][C:8](=[O:29])[NH:9][C@@H:10]([C:15]2[CH:36]=[CH:11][C:12]([CH3:16])=[CH:13][CH:14]=2)[CH2:17][C:18]([NH:20][CH2:21][CH2:22][N:23]2[CH2:27][CH2:26][CH2:25][CH2:24]2)=[O:19])=[CH:5][CH:6]=1. The yield is 0.630. (4) The reactants are [CH:1]1([NH:4][C:5]([C:7]2[CH:8]=[CH:9][C:10]([CH3:28])=[C:11]([NH:13][C:14]([C:16]3[S:17][C:18]([C:21]4[CH:26]=[CH:25][CH:24]=[C:23]([OH:27])[CH:22]=4)=[CH:19][CH:20]=3)=[O:15])[CH:12]=2)=[O:6])[CH2:3][CH2:2]1.C1(C)C=CC(S([O:38][CH2:39][C@H:40]2[CH2:44]OC(C)(C)[O:41]2)(=O)=O)=CC=1.C([O-])([O-])=O.[K+].[K+].Cl. The catalyst is CN(C=O)C.O.CO. The product is [CH:1]1([NH:4][C:5]([C:7]2[CH:8]=[CH:9][C:10]([CH3:28])=[C:11]([NH:13][C:14]([C:16]3[S:17][C:18]([C:21]4[CH:26]=[CH:25][CH:24]=[C:23]([O:27][CH2:44][C@H:40]([OH:41])[CH2:39][OH:38])[CH:22]=4)=[CH:19][CH:20]=3)=[O:15])[CH:12]=2)=[O:6])[CH2:3][CH2:2]1. The yield is 0.300. (5) The reactants are [F:1][C:2]1[CH:3]=[C:4]([CH:8]=[CH:9][CH:10]=1)[C:5]([OH:7])=O.Cl.CN(C)CCCN=C=NCC.O.ON1C2C=CC=CC=2N=N1.[Cl:34][CH2:35][C:36]([NH:38]O)=[NH:37]. The catalyst is C(OCC)(=O)C.CN(C=O)C. The product is [Cl:34][CH2:35][C:36]1[N:38]=[C:5]([C:4]2[CH:8]=[CH:9][CH:10]=[C:2]([F:1])[CH:3]=2)[O:7][N:37]=1. The yield is 0.350.